This data is from Full USPTO retrosynthesis dataset with 1.9M reactions from patents (1976-2016). The task is: Predict the reactants needed to synthesize the given product. (1) The reactants are: [Si]([O:8][CH2:9][C:10]1[S:14][C:13]([C:15](=[N:17][OH:18])[NH2:16])=[C:12]([CH2:19][CH3:20])[CH:11]=1)(C(C)(C)C)(C)C.[F:21][C:22]1[CH:37]=[CH:36][CH:35]=[CH:34][C:23]=1[O:24][C:25]1[CH:33]=[CH:32][C:28]([C:29](O)=O)=[CH:27][CH:26]=1.C1(N=C=NC2CCCCC2)CCCCC1.[F-].C([N+](CCCC)(CCCC)CCCC)CCC.O1CCCC1. Given the product [CH2:19]([C:12]1[CH:11]=[C:10]([CH2:9][OH:8])[S:14][C:13]=1[C:15]1[N:16]=[C:29]([C:28]2[CH:32]=[CH:33][C:25]([O:24][C:23]3[CH:34]=[CH:35][CH:36]=[CH:37][C:22]=3[F:21])=[CH:26][CH:27]=2)[O:18][N:17]=1)[CH3:20], predict the reactants needed to synthesize it. (2) Given the product [CH:20]1([NH:25][C:17]([C:14]2[N:15]=[CH:16][N:9]3[C:8]4[CH:7]=[CH:6][CH:5]=[C:4]([CH2:1][CH:2]=[CH2:3])[C:13]=4[O:12][CH2:11][C:10]=23)=[O:19])[CH2:24][CH2:23][CH2:22][CH2:21]1, predict the reactants needed to synthesize it. The reactants are: [CH2:1]([C:4]1[C:13]2[O:12][CH2:11][C:10]3=[C:14]([C:17]([OH:19])=O)[N:15]=[CH:16][N:9]3[C:8]=2[CH:7]=[CH:6][CH:5]=1)[CH:2]=[CH2:3].[CH:20]1([NH2:25])[CH2:24][CH2:23][CH2:22][CH2:21]1. (3) Given the product [O:14]=[C:12]1[C:11]([C:10]([O:18][CH2:19][CH3:20])=[O:17])=[CH:8][C:7]2[C:2](=[N:3][CH:4]=[CH:5][CH:6]=2)[NH:1]1, predict the reactants needed to synthesize it. The reactants are: [NH2:1][C:2]1[C:7]([CH:8]=O)=[CH:6][CH:5]=[CH:4][N:3]=1.[C:10]([O:18][CH2:19][CH3:20])(=[O:17])[CH2:11][C:12]([O:14]CC)=O.N1CCCCC1.C(O)(=O)C. (4) Given the product [CH3:1][C:2]([C:17]1[CH:18]=[CH:19][CH:20]=[CH:21][CH:22]=1)([CH2:13][CH2:14][CH2:15][CH3:16])[C:3]([OH:5])=[O:4], predict the reactants needed to synthesize it. The reactants are: [CH3:1][C:2]([C:17]1[CH:22]=[CH:21][CH:20]=[CH:19][CH:18]=1)([CH2:13]/[CH:14]=[CH:15]/[CH3:16])[C:3]([O:5]CC1C=CC=CC=1)=[O:4]. (5) The reactants are: [CH3:1][O:2][C:3](=[O:24])[CH2:4][CH:5]([C:12]1[CH:17]=[CH:16][C:15]([O:18][CH3:19])=[C:14]([S:20](O)(=[O:22])=[O:21])[CH:13]=1)[C:6]1[CH:11]=[CH:10][CH:9]=[CH:8][CH:7]=1.O=P(Cl)(Cl)[Cl:27].N1C=CC=CC=1.O. Given the product [CH3:1][O:2][C:3](=[O:24])[CH2:4][CH:5]([C:12]1[CH:17]=[CH:16][C:15]([O:18][CH3:19])=[C:14]([S:20]([Cl:27])(=[O:22])=[O:21])[CH:13]=1)[C:6]1[CH:11]=[CH:10][CH:9]=[CH:8][CH:7]=1, predict the reactants needed to synthesize it. (6) Given the product [Br:13][C:14]1[C:15]([C:10]2[S:9][C:8]([S:7][C:1]3[CH:2]=[CH:3][CH:4]=[CH:5][CH:6]=3)=[N:12][CH:11]=2)=[N:16][C:17]([Cl:20])=[N:18][CH:19]=1, predict the reactants needed to synthesize it. The reactants are: [C:1]1([S:7][C:8]2[S:9][CH:10]=[CH:11][N:12]=2)[CH:6]=[CH:5][CH:4]=[CH:3][CH:2]=1.[Br:13][C:14]1[CH:15]=[N:16][C:17]([Cl:20])=[N:18][CH:19]=1. (7) The reactants are: [F:1][C:2]([F:24])([F:23])[O:3][C:4]1[CH:9]=[CH:8][C:7]([NH:10][C:11]2[NH:12][C:13]([C:16]3[CH:21]=[CH:20][C:19]([OH:22])=[CH:18][CH:17]=3)=[N:14][N:15]=2)=[CH:6][CH:5]=1.C[Si]([N-][Si](C)(C)C)(C)C.[K+].Cl.Cl[C:37]1[CH:42]=[CH:41][N:40]=[CH:39][CH:38]=1.[C:43]([O-])([O-:45])=[O:44].[K+].[K+]. Given the product [F:24][C:2]([F:1])([F:23])[C:43]([OH:45])=[O:44].[N:40]1[CH:41]=[CH:42][C:37]([O:22][C:19]2[CH:20]=[CH:21][C:16]([C:13]3[NH:12][C:11]([NH:10][C:7]4[CH:6]=[CH:5][C:4]([O:3][C:2]([F:1])([F:23])[F:24])=[CH:9][CH:8]=4)=[N:15][N:14]=3)=[CH:17][CH:18]=2)=[CH:38][CH:39]=1, predict the reactants needed to synthesize it. (8) The reactants are: C([O-])(O)=O.[Na+].F[C:7]1[CH:12]=[CH:11][C:10]([C:13]([F:16])([F:15])[F:14])=[CH:9][C:8]=1[N+:17]([O-])=O.[CH3:20][N:21]([CH3:26])[CH2:22][CH2:23][CH2:24][OH:25].CC(C)([O-])C.[K+]. Given the product [CH3:20][N:21]([CH3:26])[CH2:22][CH2:23][CH2:24][O:25][C:7]1[CH:12]=[CH:11][C:10]([C:13]([F:16])([F:15])[F:14])=[CH:9][C:8]=1[NH2:17], predict the reactants needed to synthesize it. (9) Given the product [CH2:21]([O:23][CH:3]([O:16][CH2:17][CH3:20])[C:4](=[O:14])[CH2:5][C:6]1[CH:11]=[CH:10][C:9]([O:12][CH3:13])=[CH:8][CH:7]=1)[CH3:22], predict the reactants needed to synthesize it. The reactants are: [N+](=[CH:3][C:4](=[O:14])[CH2:5][C:6]1[CH:11]=[CH:10][C:9]([O:12][CH3:13])=[CH:8][CH:7]=1)=[N-].Cl[O:16][C:17]([CH3:20])(C)C.[CH2:21]([OH:23])[CH3:22]. (10) The reactants are: [NH2:1][NH:2][C:3]([C:5]1[C:14]2[C:9](=[CH:10][CH:11]=[CH:12][CH:13]=2)[CH:8]=[CH:7][N:6]=1)=[NH:4].[CH2:15]([O:22][C:23]1[CH:30]=[CH:29][C:26]([CH:27]=O)=[C:25]([OH:31])[CH:24]=1)[C:16]1[CH:21]=[CH:20][CH:19]=[CH:18][CH:17]=1. Given the product [CH2:15]([O:22][C:23]1[CH:30]=[CH:29][C:26]([C:27]2[NH:1][N:2]=[C:3]([C:5]3[C:14]4[C:9](=[CH:10][CH:11]=[CH:12][CH:13]=4)[CH:8]=[CH:7][N:6]=3)[N:4]=2)=[C:25]([OH:31])[CH:24]=1)[C:16]1[CH:17]=[CH:18][CH:19]=[CH:20][CH:21]=1, predict the reactants needed to synthesize it.